This data is from Full USPTO retrosynthesis dataset with 1.9M reactions from patents (1976-2016). The task is: Predict the reactants needed to synthesize the given product. (1) Given the product [N:1]1([C:6]2([C:10]#[N:11])[CH2:9][CH2:12][CH2:7]2)[CH2:5][CH2:4][CH2:3][CH2:2]1, predict the reactants needed to synthesize it. The reactants are: [N:1]1([C:6]2([C:10]#[N:11])[CH2:9]O[CH2:7]2)[CH2:5][CH2:4][CH2:3][CH2:2]1.[C:12]1(=O)CCC1.N1CCCC1. (2) Given the product [CH2:8]([C:5]1[C:4]([NH:10][S:11]([C:14]2[CH:19]=[CH:18][C:17]([O:20][CH3:21])=[CH:16][CH:15]=2)(=[O:13])=[O:12])=[CH:3][C:2]([B:22]2[O:26][C:25]([CH3:28])([CH3:27])[C:24]([CH3:30])([CH3:29])[O:23]2)=[CH:7][N:6]=1)[CH3:9], predict the reactants needed to synthesize it. The reactants are: Br[C:2]1[CH:3]=[C:4]([NH:10][S:11]([C:14]2[CH:19]=[CH:18][C:17]([O:20][CH3:21])=[CH:16][CH:15]=2)(=[O:13])=[O:12])[C:5]([CH2:8][CH3:9])=[N:6][CH:7]=1.[B:22]1([B:22]2[O:26][C:25]([CH3:28])([CH3:27])[C:24]([CH3:30])([CH3:29])[O:23]2)[O:26][C:25]([CH3:28])([CH3:27])[C:24]([CH3:30])([CH3:29])[O:23]1.C([O-])(=O)C.[K+].O. (3) Given the product [OH:39][C:32]1([C:33]2[CH:38]=[CH:37][CH:36]=[CH:35][CH:34]=2)[C:5]2[C:6](=[CH:16][CH:17]=[C:3]([O:2][CH3:1])[CH:4]=2)[C:7](=[O:8])[N:9]1[C:10]1[CH:15]=[CH:14][CH:13]=[CH:12][CH:11]=1, predict the reactants needed to synthesize it. The reactants are: [CH3:1][O:2][C:3]1[CH:17]=[CH:16][C:6]([C:7]([NH:9][C:10]2[CH:15]=[CH:14][CH:13]=[CH:12][CH:11]=2)=[O:8])=[CH:5][CH:4]=1.C([Li])CCC.CC(O)C.C(=O)=O.CN(C)[C:32](=[O:39])[C:33]1[CH:38]=[CH:37][CH:36]=[CH:35][CH:34]=1. (4) Given the product [F:37][C:36]([F:39])([F:38])[C:34]([OH:40])=[O:35].[F:1][C:2]1[CH:27]=[C:26]([C:28]2[O:29][C:30]([CH3:33])=[N:31][N:32]=2)[CH:25]=[CH:24][C:3]=1[O:4][C@H:5]1[CH2:9][CH2:8][N:7]([CH:10]2[CH2:11][CH2:12][NH:13][CH2:14][CH2:15]2)[C:6]1=[O:23], predict the reactants needed to synthesize it. The reactants are: [F:1][C:2]1[CH:27]=[C:26]([C:28]2[O:29][C:30]([CH3:33])=[N:31][N:32]=2)[CH:25]=[CH:24][C:3]=1[O:4][C@H:5]1[CH2:9][CH2:8][N:7]([CH:10]2[CH2:15][CH2:14][N:13](C(OC(C)(C)C)=O)[CH2:12][CH2:11]2)[C:6]1=[O:23].[C:34]([OH:40])([C:36]([F:39])([F:38])[F:37])=[O:35]. (5) Given the product [CH:1]1[C:2]([CH2:10][C@@H:11]([NH2:28])[CH2:12][C:13]([N:15]2[CH2:27][C:19]3=[N:20][N:21]=[C:22]([C:23]([F:26])([F:25])[F:24])[N:18]3[CH2:17][CH2:16]2)=[O:14])=[C:3]([F:9])[CH:4]=[C:5]([F:8])[C:6]=1[F:7].[S:29]([O-:33])([O-:32])(=[O:31])=[O:30], predict the reactants needed to synthesize it. The reactants are: [CH:1]1[C:2]([CH2:10][C@@H:11]([NH2:28])[CH2:12][C:13]([N:15]2[CH2:27][C:19]3=[N:20][N:21]=[C:22]([C:23]([F:26])([F:25])[F:24])[N:18]3[CH2:17][CH2:16]2)=[O:14])=[C:3]([F:9])[CH:4]=[C:5]([F:8])[C:6]=1[F:7].[S:29](=[O:33])(=[O:32])([OH:31])[OH:30].